Dataset: Forward reaction prediction with 1.9M reactions from USPTO patents (1976-2016). Task: Predict the product of the given reaction. Given the reactants C(OC([NH:11][CH2:12][CH2:13][CH2:14][CH2:15][CH:16]([CH2:20][P:21]([CH:24]([NH:28][C:29](=[O:38])[CH2:30][CH2:31][C:32]1[CH:37]=[CH:36][CH:35]=[CH:34][CH:33]=1)[CH:25]([CH3:27])[CH3:26])([OH:23])=[O:22])[C:17]([OH:19])=[O:18])=O)C1C=CC=CC=1, predict the reaction product. The product is: [NH2:11][CH2:12][CH2:13][CH2:14][CH2:15][CH:16]([CH2:20][P:21]([CH:24]([NH:28][C:29](=[O:38])[CH2:30][CH2:31][C:32]1[CH:33]=[CH:34][CH:35]=[CH:36][CH:37]=1)[CH:25]([CH3:26])[CH3:27])([OH:23])=[O:22])[C:17]([OH:19])=[O:18].